This data is from Drug-target binding data from BindingDB using IC50 measurements. The task is: Regression. Given a target protein amino acid sequence and a drug SMILES string, predict the binding affinity score between them. We predict pIC50 (pIC50 = -log10(IC50 in M); higher means more potent). Dataset: bindingdb_ic50. The target protein (Q9NQW7) has sequence MPPKVTSELLRQLRQAMRNSEYVTEPIQAYIIPSGDAHQSEYIAPCDCRRAFVSGFDGSAGTAIITEEHAAMWTDGRYFLQAAKQMDSNWTLMKMGLKDTPTQEDWLVSVLPEGSRVGVDPLIIPTDYWKKMAKVLRSAGHHLIPVKENLVDKIWTDRPERPCKPLLTLGLDYTGISWKDKVADLRLKMAERNVMWFVVTALDEIAWLFNLRGSDVEHNPVFFSYAIIGLETIMLFIDGDRIDAPSVKEHLLLDLGLEAEYRIQVHPYKSILSELKALCADLSPREKVWVSDKASYAVSETIPKDHRCCMPYTPICIAKAVKNSAESEGMRRAHIKDAVALCELFNWLEKEVPKGGVTEISAADKAEEFRRQQADFVDLSFPTISSTGPNGAIIHYAPVPETNRTLSLDEVYLIDSGAQYKDGTTDVTRTMHFGTPTAYEKECFTYVLKGHIAVSAAVFPTGTKGHLLDSFARSALWDSGLDYLHGTGHGVGSFLNVHEG.... The compound is CCC1c2nnc(C(F)(F)F)n2CCN1C(=O)C[C@H](N)Cc1cc(F)c(F)cc1F. The pIC50 is 5.0.